This data is from Full USPTO retrosynthesis dataset with 1.9M reactions from patents (1976-2016). The task is: Predict the reactants needed to synthesize the given product. Given the product [Br:1][C:2]1[CH:3]=[C:4]([C:9]([O:11][CH3:18])=[O:10])[S:5][C:6]=1[CH2:7][CH3:8], predict the reactants needed to synthesize it. The reactants are: [Br:1][C:2]1[CH:3]=[C:4]([C:9]([OH:11])=[O:10])[S:5][C:6]=1[CH2:7][CH3:8].S(=O)(=O)(O)O.O.[CH3:18]O.